This data is from Reaction yield outcomes from USPTO patents with 853,638 reactions. The task is: Predict the reaction yield, written as a fraction of the theoretical maximum amount of product (1.0 means a 100% yield; for example, 0.34 means a 34% yield). (1) The reactants are C1(N2[C:12](=[O:13])[C:11]3[S:14][CH:15]=[C:16]([C:17]4[CH:22]=[CH:21][CH:20]=[CH:19][CH:18]=4)[C:10]=3[N:9]=[CH:8]2)C=CC=CC=1.NC1C(C2C=CC=CC=2)=CSC=1C(OC)=O.C(OCC)(OCC)OCC.[CH2:49]([NH2:54])[C:50]([CH3:53])([CH3:52])[CH3:51]. The catalyst is C(O)(=O)C. The product is [CH2:49]([N:54]1[C:12](=[O:13])[C:11]2[S:14][CH:15]=[C:16]([C:17]3[CH:22]=[CH:21][CH:20]=[CH:19][CH:18]=3)[C:10]=2[N:9]=[CH:8]1)[C:50]([CH3:53])([CH3:52])[CH3:51]. The yield is 0.357. (2) The reactants are [Cl:1][C:2]1[CH:7]=[CH:6][C:5]([CH:8]2[CH2:12][CH2:11][C:10]([O:13][Si](C)(C)C)=[CH:9]2)=[CH:4][N:3]=1.Cl. The catalyst is C1COCC1.CCOC(C)=O.C([O-])(O)=O.[Na+]. The product is [Cl:1][C:2]1[N:3]=[CH:4][C:5]([CH:8]2[CH2:12][CH2:11][C:10](=[O:13])[CH2:9]2)=[CH:6][CH:7]=1. The yield is 0.370.